Dataset: Full USPTO retrosynthesis dataset with 1.9M reactions from patents (1976-2016). Task: Predict the reactants needed to synthesize the given product. (1) The reactants are: [Br:1][C:2]1[CH:14]=[CH:13][C:5]2[S:6][C:7]([C:10](=[O:12])[CH3:11])=[C:8]([CH3:9])[C:4]=2[CH:3]=1.[CH3:15][N:16]([CH:18](OC)OC)[CH3:17]. Given the product [Br:1][C:2]1[CH:14]=[CH:13][C:5]2[S:6][C:7]([C:10](=[O:12])/[CH:11]=[CH:15]/[N:16]([CH3:18])[CH3:17])=[C:8]([CH3:9])[C:4]=2[CH:3]=1, predict the reactants needed to synthesize it. (2) Given the product [C:28]1([B:27]([C:21]2[CH:22]=[CH:23][CH:24]=[CH:25][CH:26]=2)[O:1][C:2]2[CH:11]=[CH:10][C:9]3[C:4](=[CH:5][CH:6]=[CH:7][CH:8]=3)[C:3]=2[C:12]2[S:13][C:14]3[CH:20]=[CH:19][CH:18]=[CH:17][C:15]=3[N:16]=2)[CH:29]=[CH:30][CH:31]=[CH:32][CH:33]=1, predict the reactants needed to synthesize it. The reactants are: [OH:1][C:2]1[C:11]2[C:6](=[CH:7][CH:8]=[CH:9][CH:10]=2)[CH:5]=[CH:4][C:3]=1[C:12]1[S:13][C:14]2[CH:20]=[CH:19][CH:18]=[CH:17][C:15]=2[N:16]=1.[C:21]1([B:27](O[B:27]([C:21]2[CH:22]=[CH:23][CH:24]=[CH:25][CH:26]=2)[C:28]2[CH:29]=[CH:30][CH:31]=[CH:32][CH:33]=2)[C:28]2[CH:33]=[CH:32][CH:31]=[CH:30][CH:29]=2)[CH:26]=[CH:25][CH:24]=[CH:23][CH:22]=1. (3) Given the product [CH3:7][O:8][C:9]1[CH:10]=[C:11]([C:15]2([CH2:21][NH2:22])[CH2:20][CH2:19][O:18][CH2:17][CH2:16]2)[CH:12]=[CH:13][CH:14]=1, predict the reactants needed to synthesize it. The reactants are: [H-].[H-].[H-].[H-].[Li+].[Al+3].[CH3:7][O:8][C:9]1[CH:10]=[C:11]([C:15]2([C:21]#[N:22])[CH2:20][CH2:19][O:18][CH2:17][CH2:16]2)[CH:12]=[CH:13][CH:14]=1.O.[OH-].[Na+]. (4) Given the product [C:3]([C:5]1[CH:22]=[CH:21][CH:20]=[CH:19][C:6]=1[C:7]([NH:9][C:10]1[S:11][C:12]([C:15]([OH:17])=[O:16])=[CH:13][N:14]=1)=[O:8])([OH:4])=[O:2], predict the reactants needed to synthesize it. The reactants are: C[O:2][C:3]([C:5]1[CH:22]=[CH:21][CH:20]=[CH:19][C:6]=1[C:7]([NH:9][C:10]1[S:11][C:12]([C:15]([O:17]C)=[O:16])=[CH:13][N:14]=1)=[O:8])=[O:4].CO.[OH-].[K+].Cl. (5) The reactants are: Br[C:2]1[CH:7]=[CH:6][C:5]([C:8]2[O:9][CH:10]=[C:11]([C:13]3[CH:52]=[CH:51][C:16]([CH2:17][N:18]([CH2:43][C:44]([O:46]C(C)(C)C)=[O:45])[C:19](=[O:42])[C:20]4[CH:25]=[CH:24][C:23]([NH:26][C:27](=[O:41])[CH2:28][C:29]5[CH:34]=[CH:33][C:32]([O:35][CH3:36])=[CH:31][C:30]=5[C:37]([F:40])([F:39])[F:38])=[CH:22][CH:21]=4)=[CH:15][CH:14]=3)[N:12]=2)=[CH:4][CH:3]=1.[C:53](O)([C:55](F)(F)F)=O. Given the product [CH3:36][O:35][C:32]1[CH:33]=[CH:34][C:29]([CH2:28][C:27]([NH:26][C:23]2[CH:24]=[CH:25][C:20]([C:19]([N:18]([CH2:43][C:44]([OH:46])=[O:45])[CH2:17][C:16]3[CH:15]=[CH:14][C:13]([C:11]4[N:12]=[C:8]([C:5]5[CH:6]=[CH:7][C:2]([C:2]6[CH:7]=[CH:6][C:53]([CH3:55])=[CH:4][CH:3]=6)=[CH:3][CH:4]=5)[O:9][CH:10]=4)=[CH:52][CH:51]=3)=[O:42])=[CH:21][CH:22]=2)=[O:41])=[C:30]([C:37]([F:38])([F:40])[F:39])[CH:31]=1, predict the reactants needed to synthesize it. (6) The reactants are: [Cl:1][C:2]1[C:20]([CH3:21])=[CH:19][C:5]([O:6][CH2:7][CH2:8][CH2:9][C:10]2[C:18]3[C:13](=[CH:14][CH:15]=[CH:16][CH:17]=3)[NH:12][CH:11]=2)=[CH:4][C:3]=1[CH3:22].[H-].[Na+].Br[CH:26]([CH3:32])[C:27]([O:29]CC)=[O:28].O.CC#N. Given the product [Cl:1][C:2]1[C:20]([CH3:21])=[CH:19][C:5]([O:6][CH2:7][CH2:8][CH2:9][C:10]2[C:18]3[C:13](=[CH:14][CH:15]=[CH:16][CH:17]=3)[N:12]([CH:26]([CH3:32])[C:27]([OH:29])=[O:28])[CH:11]=2)=[CH:4][C:3]=1[CH3:22], predict the reactants needed to synthesize it. (7) Given the product [Cl:1][C:2]1[CH:3]=[C:4]([C:8]2[C:13]([O:14][CH3:15])=[CH:12][CH:11]=[C:10]([CH2:16][C:17]3[CH:18]=[CH:19][C:20]([N:23]4[CH2:26][CH2:25][C@@H:24]4[C:27]([NH2:34])=[O:28])=[N:21][CH:22]=3)[C:9]=2[F:30])[CH:5]=[CH:6][CH:7]=1, predict the reactants needed to synthesize it. The reactants are: [Cl:1][C:2]1[CH:3]=[C:4]([C:8]2[C:13]([O:14][CH3:15])=[CH:12][CH:11]=[C:10]([CH2:16][C:17]3[CH:18]=[CH:19][C:20]([N:23]4[CH2:26][CH2:25][C@@H:24]4[C:27](O)=[O:28])=[N:21][CH:22]=3)[C:9]=2[F:30])[CH:5]=[CH:6][CH:7]=1.C([N:34](CC)C(C)C)(C)C.C(OC(Cl)=O)C(C)C.[OH-].[NH4+]. (8) The reactants are: [Br:1][C:2]1[CH:3]=[C:4]([CH:9]=[CH:10][CH:11]=1)[C:5](=[O:8])[CH2:6]Br.Cl.[CH3:13][C:14]1[C:19]([C:20]([OH:22])=[O:21])=[CH:18][N:17]=[CH:16][CH:15]=1.C(=O)([O-])[O-].[K+].[K+].O. Given the product [CH3:13][C:14]1[CH:15]=[CH:16][N:17]=[CH:18][C:19]=1[C:20]([O:22][CH2:6][C:5]([C:4]1[CH:9]=[CH:10][CH:11]=[C:2]([Br:1])[CH:3]=1)=[O:8])=[O:21], predict the reactants needed to synthesize it. (9) Given the product [CH3:33][C@H:34]([O:38][C:39]1[N:47]=[C:46]2[C:42]([N:43]=[C:44]([O:48][CH3:49])[N:45]2[CH2:52][CH2:53][CH2:54][CH2:55][CH:56]2[CH2:61][CH2:60][CH2:59][O:58][CH2:57]2)=[C:41]([NH2:50])[N:40]=1)[CH2:35][CH2:36][CH3:37], predict the reactants needed to synthesize it. The reactants are: C1(CCOC2N=C3C(N=C(OC)N3CCC3CCOC3)=C(N)N=2)CC1.FC(F)(F)C(O)=O.[CH3:33][C@H:34]([O:38][C:39]1[NH:40][C:41]([NH2:50])=[C:42]2[C:46]([N:47]=1)=[N:45][C:44]([O:48][CH3:49])=[N:43]2)[CH2:35][CH2:36][CH3:37].Br[CH2:52][CH2:53][CH2:54][CH2:55][CH:56]1[CH2:61][CH2:60][CH2:59][O:58][CH2:57]1. (10) Given the product [F:15][S:11]([O-:12])(=[O:13])=[O:3].[CH2:4]([N+:6]([CH2:1][CH3:2])([CH2:9][CH3:10])[CH2:7][CH3:8])[CH3:5], predict the reactants needed to synthesize it. The reactants are: [CH2:1]([OH:3])[CH3:2].[CH2:4]([N:6]([CH2:9][CH3:10])[CH2:7][CH3:8])[CH3:5].[S:11]([F:15])(F)(=[O:13])=[O:12].N.